Predict the reactants needed to synthesize the given product. From a dataset of Full USPTO retrosynthesis dataset with 1.9M reactions from patents (1976-2016). (1) Given the product [Cl:49][C:46]1[CH:47]=[CH:48][C:43]([C@@H:35]([C:36]2[CH:41]=[CH:40][CH:39]=[C:38]([F:42])[CH:37]=2)[C@H:2]([NH:1][C:61]([O:60][CH3:59])=[O:62])[C:3]([NH:5][C:6]2[CH:7]=[N:8][CH:9]=[C:10]([F:34])[C:11]=2[CH2:12][CH2:13][C@@H:14]2[N:19]([S:20]([CH:23]3[CH2:24][CH2:25]3)(=[O:22])=[O:21])[C@@H:18]([CH3:26])[CH2:17][N:16]([C:27]([O:29][C:30]([CH3:31])([CH3:33])[CH3:32])=[O:28])[CH2:15]2)=[O:4])=[CH:44][CH:45]=1, predict the reactants needed to synthesize it. The reactants are: [NH2:1][C@@H:2]([C@@H:35]([C:43]1[CH:48]=[CH:47][C:46]([Cl:49])=[CH:45][CH:44]=1)[C:36]1[CH:41]=[CH:40][CH:39]=[C:38]([F:42])[CH:37]=1)[C:3]([NH:5][C:6]1[CH:7]=[N:8][CH:9]=[C:10]([F:34])[C:11]=1[CH2:12][CH2:13][C@@H:14]1[N:19]([S:20]([CH:23]2[CH2:25][CH2:24]2)(=[O:22])=[O:21])[C@@H:18]([CH3:26])[CH2:17][N:16]([C:27]([O:29][C:30]([CH3:33])([CH3:32])[CH3:31])=[O:28])[CH2:15]1)=[O:4].C(N(C(C)C)CC)(C)C.[CH3:59][O:60][C:61](Cl)=[O:62]. (2) Given the product [F:20][C:14]1[CH:13]=[C:12]([CH2:11][N:10]2[C:6]([CH2:5][CH2:4][N:3]3[CH2:26][CH2:25][O:24][CH2:23][CH2:22]3)=[CH:7][N:8]=[CH:9]2)[CH:19]=[CH:18][C:15]=1[C:16]#[N:17], predict the reactants needed to synthesize it. The reactants are: Cl.Cl.[NH2:3][CH2:4][CH2:5][C:6]1[N:10]([CH2:11][C:12]2[CH:19]=[CH:18][C:15]([C:16]#[N:17])=[C:14]([F:20])[CH:13]=2)[CH:9]=[N:8][CH:7]=1.Br[CH2:22][CH2:23][O:24][CH2:25][CH2:26]Br. (3) Given the product [C:23]([O:22][C:20]([N:11]([C:5]1[CH:6]=[CH:7][C:8]([O:9][CH3:10])=[C:3]([O:2][CH3:1])[CH:4]=1)[S:12]([CH2:15][C:16]([O:18][CH3:19])=[O:17])(=[O:14])=[O:13])=[O:21])([CH3:26])([CH3:25])[CH3:24], predict the reactants needed to synthesize it. The reactants are: [CH3:1][O:2][C:3]1[CH:4]=[C:5]([NH:11][S:12]([CH2:15][C:16]([O:18][CH3:19])=[O:17])(=[O:14])=[O:13])[CH:6]=[CH:7][C:8]=1[O:9][CH3:10].[C:20](O[C:20]([O:22][C:23]([CH3:26])([CH3:25])[CH3:24])=[O:21])([O:22][C:23]([CH3:26])([CH3:25])[CH3:24])=[O:21]. (4) Given the product [CH3:21][S:22]([CH:2]1[CH2:7][CH2:6][CH2:5][N:4]([C:8]([O:10][C:11]([CH3:14])([CH3:13])[CH3:12])=[O:9])[CH2:3]1)(=[O:24])=[O:23], predict the reactants needed to synthesize it. The reactants are: O[CH:2]1[CH2:7][CH2:6][CH2:5][N:4]([C:8]([O:10][C:11]([CH3:14])([CH3:13])[CH3:12])=[O:9])[CH2:3]1.N1C=CC=CC=1.[CH3:21][S:22](Cl)(=[O:24])=[O:23]. (5) Given the product [CH2:26]([N:28]([CH2:29][C:30]1[CH:35]=[CH:34][CH:33]=[C:32]([CH3:36])[N:31]=1)[C:23](=[O:24])[CH2:22][N:13]([S:10]([C:7]1[CH:6]=[CH:5][C:4]([CH:1]([CH3:2])[CH3:3])=[CH:9][N:8]=1)(=[O:11])=[O:12])[C:14]1[CH:19]=[CH:18][CH:17]=[CH:16][C:15]=1[O:20][CH3:21])[CH3:27], predict the reactants needed to synthesize it. The reactants are: [CH:1]([C:4]1[CH:5]=[CH:6][C:7]([S:10]([N:13]([CH2:22][C:23](O)=[O:24])[C:14]2[CH:19]=[CH:18][CH:17]=[CH:16][C:15]=2[O:20][CH3:21])(=[O:12])=[O:11])=[N:8][CH:9]=1)([CH3:3])[CH3:2].[CH2:26]([NH:28][CH2:29][C:30]1[CH:35]=[CH:34][CH:33]=[C:32]([CH3:36])[N:31]=1)[CH3:27].